The task is: Regression. Given two drug SMILES strings and cell line genomic features, predict the synergy score measuring deviation from expected non-interaction effect.. This data is from NCI-60 drug combinations with 297,098 pairs across 59 cell lines. (1) Drug 1: CCC1=CC2CC(C3=C(CN(C2)C1)C4=CC=CC=C4N3)(C5=C(C=C6C(=C5)C78CCN9C7C(C=CC9)(C(C(C8N6C)(C(=O)OC)O)OC(=O)C)CC)OC)C(=O)OC.C(C(C(=O)O)O)(C(=O)O)O. Synergy scores: CSS=16.1, Synergy_ZIP=-1.31, Synergy_Bliss=-0.857, Synergy_Loewe=-35.0, Synergy_HSA=-1.26. Drug 2: CC(C)NC(=O)C1=CC=C(C=C1)CNNC.Cl. Cell line: HCT116. (2) Drug 1: COC1=C(C=C2C(=C1)N=CN=C2NC3=CC(=C(C=C3)F)Cl)OCCCN4CCOCC4. Drug 2: CN(CC1=CN=C2C(=N1)C(=NC(=N2)N)N)C3=CC=C(C=C3)C(=O)NC(CCC(=O)O)C(=O)O. Cell line: SK-OV-3. Synergy scores: CSS=54.8, Synergy_ZIP=-3.28, Synergy_Bliss=-2.84, Synergy_Loewe=0.351, Synergy_HSA=1.09.